From a dataset of Blood-brain barrier permeability regression values from the B3DB database. Regression/Classification. Given a drug SMILES string, predict its absorption, distribution, metabolism, or excretion properties. Task type varies by dataset: regression for continuous measurements (e.g., permeability, clearance, half-life) or binary classification for categorical outcomes (e.g., BBB penetration, CYP inhibition). For this dataset (b3db_regression), we predict Y. (1) The compound is CN1CCCCC1CCN2C3=CC=CC=C3SC4=C2C=C(C=C4)S(=O)C. The Y is -0.400 log(BB ratio). (2) The Y is 0.520 log(BB ratio). The compound is C1CNCC([C@@H]1C2=CC=C(C=C2)F)COC3=CC4=C(C=C3)OCO4. (3) The Y is -1.40 log(BB ratio). The drug is CC1(C2CCC3(C(C2(CCC1O)C)C(=O)C=C4C3(CCC5(C4CC(CC5)(C)C(=O)O)C)C)C)C. (4) The molecule is C1CN(CCN1CCNC(=O)C2=CC=C(C=C2)F)C3=C4C(=CC=C3)OC(CO4)CO. The Y is -0.450 log(BB ratio). (5) The drug is C(C(OC(F)F)(F)F)(F)Cl. The Y is 0.240 log(BB ratio). (6) The molecule is C[C@@]12CCN([C@@H]1N(C3=C2C=C(C=C3)OC(=O)NC4=CC=CC=C4)C)C. The Y is 1.00 log(BB ratio).